From a dataset of NCI-60 drug combinations with 297,098 pairs across 59 cell lines. Regression. Given two drug SMILES strings and cell line genomic features, predict the synergy score measuring deviation from expected non-interaction effect. (1) Drug 1: CC12CCC3C(C1CCC2O)C(CC4=C3C=CC(=C4)O)CCCCCCCCCS(=O)CCCC(C(F)(F)F)(F)F. Drug 2: C1CN(P(=O)(OC1)NCCCl)CCCl. Cell line: SF-295. Synergy scores: CSS=-0.984, Synergy_ZIP=-0.914, Synergy_Bliss=-2.86, Synergy_Loewe=-0.260, Synergy_HSA=-2.77. (2) Drug 1: C1C(C(OC1N2C=NC3=C(N=C(N=C32)Cl)N)CO)O. Drug 2: C1CN(P(=O)(OC1)NCCCl)CCCl. Cell line: HS 578T. Synergy scores: CSS=3.87, Synergy_ZIP=-0.740, Synergy_Bliss=0.974, Synergy_Loewe=-0.872, Synergy_HSA=-3.44. (3) Drug 1: CCN(CC)CCNC(=O)C1=C(NC(=C1C)C=C2C3=C(C=CC(=C3)F)NC2=O)C. Drug 2: CC1C(C(CC(O1)OC2CC(CC3=C2C(=C4C(=C3O)C(=O)C5=C(C4=O)C(=CC=C5)OC)O)(C(=O)CO)O)N)O.Cl. Cell line: SK-MEL-5. Synergy scores: CSS=44.3, Synergy_ZIP=0.229, Synergy_Bliss=1.17, Synergy_Loewe=-6.93, Synergy_HSA=3.28. (4) Drug 1: CC12CCC(CC1=CCC3C2CCC4(C3CC=C4C5=CN=CC=C5)C)O. Drug 2: CC(C1=C(C=CC(=C1Cl)F)Cl)OC2=C(N=CC(=C2)C3=CN(N=C3)C4CCNCC4)N. Cell line: SF-295. Synergy scores: CSS=27.2, Synergy_ZIP=-0.439, Synergy_Bliss=2.82, Synergy_Loewe=-11.9, Synergy_HSA=4.78. (5) Drug 1: C1=NC2=C(N1)C(=S)N=CN2. Drug 2: C1C(C(OC1N2C=NC3=C2NC=NCC3O)CO)O. Cell line: CCRF-CEM. Synergy scores: CSS=36.2, Synergy_ZIP=6.69, Synergy_Bliss=8.75, Synergy_Loewe=-9.94, Synergy_HSA=0.397.